Dataset: Forward reaction prediction with 1.9M reactions from USPTO patents (1976-2016). Task: Predict the product of the given reaction. The product is: [CH3:27][C:26]1([CH3:28])[N:22]([CH2:21][CH2:20][NH:19][C:15]2[N:14]=[C:13]([C:10]3[S:9][C:8]([S:5]([N:4]([CH3:31])[CH2:3][CH2:2][N:32]4[CH2:36][CH2:35][CH2:34][CH2:33]4)(=[O:7])=[O:6])=[CH:12][CH:11]=3)[CH:18]=[CH:17][N:16]=2)[C:23](=[O:30])[NH:24][C:25]1=[O:29]. Given the reactants Cl[CH2:2][CH2:3][N:4]([CH3:31])[S:5]([C:8]1[S:9][C:10]([C:13]2[CH:18]=[CH:17][N:16]=[C:15]([NH:19][CH2:20][CH2:21][N:22]3[C:26]([CH3:28])([CH3:27])[C:25](=[O:29])[NH:24][C:23]3=[O:30])[N:14]=2)=[CH:11][CH:12]=1)(=[O:7])=[O:6].[NH:32]1[CH2:36][CH2:35][CH2:34][CH2:33]1.[I-].[Na+], predict the reaction product.